This data is from Reaction yield outcomes from USPTO patents with 853,638 reactions. The task is: Predict the reaction yield, written as a fraction of the theoretical maximum amount of product (1.0 means a 100% yield; for example, 0.34 means a 34% yield). (1) The reactants are [CH2:1]([O:3][C:4]([C:6]1[CH:7]=[C:8]2[C:13](=[CH:14][CH:15]=1)[NH:12][CH:11]([C:16]1[CH:21]=[CH:20][CH:19]=[C:18]([Br:22])[CH:17]=1)[C:10]([CH3:24])([CH3:23])[CH:9]2O)=[O:5])[CH3:2].FC(F)(F)C(O)=O. The catalyst is C([SiH](CC)CC)C. The product is [CH2:1]([O:3][C:4]([C:6]1[CH:7]=[C:8]2[C:13](=[CH:14][CH:15]=1)[NH:12][CH:11]([C:16]1[CH:21]=[CH:20][CH:19]=[C:18]([Br:22])[CH:17]=1)[C:10]([CH3:23])([CH3:24])[CH2:9]2)=[O:5])[CH3:2]. The yield is 0.780. (2) The reactants are Br[C:2]1[CH:7]=[CH:6][CH:5]=[CH:4][N:3]=1.C([Li])CCC.[O:13]1[CH2:18][CH2:17][C:16](=[O:19])[CH2:15][CH2:14]1. The catalyst is C1COCC1. The product is [OH:19][C:16]1([C:2]2[CH:7]=[CH:6][CH:5]=[CH:4][N:3]=2)[CH2:17][CH2:18][O:13][CH2:14][CH2:15]1. The yield is 0.610. (3) The reactants are [C:1]([C:3]1[N:4]=[C:5]([NH:24][CH2:25][CH:26]([CH3:28])[CH3:27])[C:6]2[N:7]([C:9]([C:12]3[CH:23]=[CH:22][C:15]([C:16]([NH:18][CH:19]4[CH2:21][CH2:20]4)=[O:17])=[CH:14][CH:13]=3)=[CH:10][N:11]=2)[CH:8]=1)#[N:2].C([O-])([O-])=[O:30].C([O-])([O-])=O.OO.OO.OO.[Na+].[Na+].[Na+].[Na+]. The catalyst is CC(C)=O.O. The product is [CH:19]1([NH:18][C:16]([C:15]2[CH:14]=[CH:13][C:12]([C:9]3[N:7]4[CH:8]=[C:3]([C:1]([NH2:2])=[O:30])[N:4]=[C:5]([NH:24][CH2:25][CH:26]([CH3:28])[CH3:27])[C:6]4=[N:11][CH:10]=3)=[CH:23][CH:22]=2)=[O:17])[CH2:20][CH2:21]1. The yield is 0.550. (4) The reactants are [CH:1]1([NH2:6])[CH2:5][CH2:4][CH2:3][CH2:2]1.CCN(C(C)C)C(C)C.[Cl:16][C:17]1[N:22]=[C:21](Cl)[CH:20]=[C:19]([CH:24]2[CH2:28][CH2:27][CH2:26][CH2:25]2)[N:18]=1. The catalyst is CO. The product is [Cl:16][C:17]1[N:22]=[C:21]([NH:6][CH:1]2[CH2:5][CH2:4][CH2:3][CH2:2]2)[CH:20]=[C:19]([CH:24]2[CH2:28][CH2:27][CH2:26][CH2:25]2)[N:18]=1. The yield is 0.640. (5) The reactants are C1(P(C2C=CC=CC=2)C2C=CC=CC=2)C=CC=CC=1.N(C(OC(C)C)=O)=NC(OC(C)C)=O.O[CH:35]([CH2:47][CH2:48][CH3:49])[CH2:36][CH2:37][N:38]([CH3:46])[C:39](=[O:45])[O:40][C:41]([CH3:44])([CH3:43])[CH3:42].[C:50]([OH:58])(=[S:57])[C:51]1[CH:56]=[CH:55][CH:54]=[CH:53][CH:52]=1. The catalyst is O1CCCC1. The product is [CH3:42][C:41]([O:40][C:39](=[O:45])[N:38]([CH2:37][CH2:36][CH:35]([S:57][C:50](=[O:58])[C:51]1[CH:56]=[CH:55][CH:54]=[CH:53][CH:52]=1)[CH2:47][CH2:48][CH3:49])[CH3:46])([CH3:44])[CH3:43]. The yield is 0.550. (6) The reactants are [NH:1]1[C:9]2[C:4](=[C:5]([CH2:10][N:11]3[C:16]4([CH2:21][CH2:20][NH:19][CH2:18][CH2:17]4)[CH2:15][CH2:14][CH2:13][C:12]3=[O:22])[CH:6]=[CH:7][CH:8]=2)[CH:3]=[CH:2]1.C(N(C(C)C)CC)(C)C.Cl[C:33]1[CH:40]=[CH:39][C:36]([C:37]#[N:38])=[CH:35][N:34]=1. The catalyst is CN(C1C=CN=CC=1)C.C(O)C. The product is [NH:1]1[C:9]2[C:4](=[C:5]([CH2:10][N:11]3[C:16]4([CH2:21][CH2:20][N:19]([C:33]5[CH:40]=[CH:39][C:36]([C:37]#[N:38])=[CH:35][N:34]=5)[CH2:18][CH2:17]4)[CH2:15][CH2:14][CH2:13][C:12]3=[O:22])[CH:6]=[CH:7][CH:8]=2)[CH:3]=[CH:2]1. The yield is 0.420. (7) The reactants are Br[C:2]1[CH:7]=[CH:6][C:5]([S:8]([N:11]([CH2:14][CH3:15])[CH2:12][CH3:13])(=[O:10])=[O:9])=[C:4]([O:16][C:17]([F:20])([F:19])[F:18])[CH:3]=1.[C:21]([C:23]1[N:27]([CH3:28])[C:26](B(O)O)=[CH:25][CH:24]=1)#[N:22].[F-].[K+]. The catalyst is C1C=CC(/C=C/C(/C=C/C2C=CC=CC=2)=O)=CC=1.C1C=CC(/C=C/C(/C=C/C2C=CC=CC=2)=O)=CC=1.C1C=CC(/C=C/C(/C=C/C2C=CC=CC=2)=O)=CC=1.[Pd].[Pd].C(P(C(C)(C)C)C(C)(C)C)(C)(C)C. The product is [C:21]([C:23]1[N:27]([CH3:28])[C:26]([C:2]2[CH:7]=[CH:6][C:5]([S:8]([N:11]([CH2:14][CH3:15])[CH2:12][CH3:13])(=[O:10])=[O:9])=[C:4]([O:16][C:17]([F:20])([F:19])[F:18])[CH:3]=2)=[CH:25][CH:24]=1)#[N:22]. The yield is 0.420. (8) The reactants are [NH2:1][CH2:2][C:3]1[CH:4]=[C:5]([C:9]#[C:10][C:11]2[C:12]([NH:17][C:18]3[CH:23]=[CH:22][C:21]([O:24][CH2:25][C:26]4[CH:31]=[CH:30][CH:29]=[C:28]([F:32])[CH:27]=4)=[C:20]([Cl:33])[CH:19]=3)=[N:13][CH:14]=[N:15][CH:16]=2)[CH:6]=[CH:7][CH:8]=1.CN(C=O)C.[C:39](OC(=O)C)(=[O:41])[CH3:40].C(N(CC)CC)C. The catalyst is CCOCC. The product is [Cl:33][C:20]1[CH:19]=[C:18]([NH:17][C:12]2[C:11]([C:10]#[C:9][C:5]3[CH:4]=[C:3]([CH:8]=[CH:7][CH:6]=3)[CH2:2][NH:1][C:39](=[O:41])[CH3:40])=[CH:16][N:15]=[CH:14][N:13]=2)[CH:23]=[CH:22][C:21]=1[O:24][CH2:25][C:26]1[CH:31]=[CH:30][CH:29]=[C:28]([F:32])[CH:27]=1. The yield is 0.690. (9) The yield is 0.440. The catalyst is C1C=CC(P(C2C=CC=CC=2)[C-]2C=CC=C2)=CC=1.C1C=CC(P(C2C=CC=CC=2)[C-]2C=CC=C2)=CC=1.Cl[Pd]Cl.[Fe+2].C(Cl)Cl.CN(C)C=O. The reactants are Br[C:2]1[CH:3]=[C:4]2[C:9]([NH:10][C@H:11]3[C@@H:15]([CH2:16][CH3:17])[CH2:14][N:13]([C:18]4[N:23]=[CH:22][C:21]([C:24]#[N:25])=[CH:20][N:19]=4)[CH2:12]3)=[C:8]([C:26]([NH2:28])=[O:27])[CH:7]=[N:6][N:5]2[CH:29]=1.[CH3:30][N:31]1[CH:36]=[C:35](B2OC(C)(C)C(C)(C)O2)[CH:34]=[CH:33][C:32]1=[O:46].[O-]P([O-])([O-])=O.[K+].[K+].[K+]. The product is [C:24]([C:21]1[CH:22]=[N:23][C:18]([N:13]2[CH2:14][C@H:15]([CH2:16][CH3:17])[C@H:11]([NH:10][C:9]3[C:4]4[N:5]([CH:29]=[C:2]([C:35]5[CH:34]=[CH:33][C:32](=[O:46])[N:31]([CH3:30])[CH:36]=5)[CH:3]=4)[N:6]=[CH:7][C:8]=3[C:26]([NH2:28])=[O:27])[CH2:12]2)=[N:19][CH:20]=1)#[N:25].